This data is from CYP2D6 inhibition data for predicting drug metabolism from PubChem BioAssay. The task is: Regression/Classification. Given a drug SMILES string, predict its absorption, distribution, metabolism, or excretion properties. Task type varies by dataset: regression for continuous measurements (e.g., permeability, clearance, half-life) or binary classification for categorical outcomes (e.g., BBB penetration, CYP inhibition). Dataset: cyp2d6_veith. (1) The molecule is Cc1ccccc1NC(=S)NN1CCN(C)CC1. The result is 0 (non-inhibitor). (2) The compound is COc1cc2c(cc1OC)C(C(=O)Nc1ccccn1)C(c1cccnc1)N(C)C2=O. The result is 0 (non-inhibitor). (3) The result is 0 (non-inhibitor). The compound is C/C(=N\NC(=O)c1ccc(Br)cc1)c1ccccc1. (4) The drug is CC[C@@H]1OC(=O)[C@H](C)[C@H](O[C@@H]2C[C@](C)(OC)[C@H](O)[C@H](C)O2)[C@H](C)[C@H](O[C@@H]2O[C@@H](C)C[C@@H](N(C)C)[C@@H]2O)[C@](C)(O)C[C@H](C)C(=O)[C@H](C)[C@H](O)[C@]1(C)O. The result is 0 (non-inhibitor). (5) The molecule is Cc1nc2cnc(N(C)C)nc2n(Cc2ccc(F)cc2)c1=O. The result is 0 (non-inhibitor). (6) The drug is CC[C@H](c1ccccc1)c1cc(C(C)(C)C)cc(C(C)(C)C)c1O. The result is 0 (non-inhibitor).